From a dataset of Forward reaction prediction with 1.9M reactions from USPTO patents (1976-2016). Predict the product of the given reaction. Given the reactants C([O:3][C:4](=[O:33])[CH2:5][O:6][C:7]1[CH:12]=[CH:11][C:10]([O:13][CH2:14][C:15]2[C:19]([CH2:20][OH:21])=[C:18]([C:22]3[CH:27]=[CH:26][C:25]([C:28]([F:31])([F:30])[F:29])=[CH:24][CH:23]=3)[O:17][N:16]=2)=[CH:9][C:8]=1[CH3:32])C.[H-].[Na+].[CH3:36]I.[OH-].[Na+].Cl, predict the reaction product. The product is: [CH3:36][O:21][CH2:20][C:19]1[C:15]([CH2:14][O:13][C:10]2[CH:11]=[CH:12][C:7]([O:6][CH2:5][C:4]([OH:3])=[O:33])=[C:8]([CH3:32])[CH:9]=2)=[N:16][O:17][C:18]=1[C:22]1[CH:27]=[CH:26][C:25]([C:28]([F:29])([F:30])[F:31])=[CH:24][CH:23]=1.